This data is from Full USPTO retrosynthesis dataset with 1.9M reactions from patents (1976-2016). The task is: Predict the reactants needed to synthesize the given product. (1) The reactants are: C([Br:4])(=O)C.[N+]([C:8]1[CH:13]=[CH:12][N:11]([OH:14])[CH2:10][C:9]=1[CH3:15])([O-])=O. Given the product [Br:4][C:8]1[CH:13]=[CH:12][N:11]([OH:14])[CH2:10][C:9]=1[CH3:15], predict the reactants needed to synthesize it. (2) Given the product [C:1]([O:5][C:6](=[O:24])[NH:7][CH2:8][C:9]1[CH:10]=[C:11]([C:15]2[CH:20]=[CH:19][CH:18]=[C:17]([CH2:21][NH:22][C:35]3[N:40]=[C:39]([S:41][C:42]#[N:43])[C:38]([N+:44]([O-:46])=[O:45])=[CH:37][N:36]=3)[C:16]=2[CH3:23])[CH:12]=[CH:13][CH:14]=1)([CH3:4])([CH3:3])[CH3:2], predict the reactants needed to synthesize it. The reactants are: [C:1]([O:5][C:6](=[O:24])[NH:7][CH2:8][C:9]1[CH:10]=[C:11]([C:15]2[CH:20]=[CH:19][CH:18]=[C:17]([CH2:21][NH2:22])[C:16]=2[CH3:23])[CH:12]=[CH:13][CH:14]=1)([CH3:4])([CH3:3])[CH3:2].C(N(C(C)C)CC)(C)C.Cl[C:35]1[N:40]=[C:39]([S:41][C:42]#[N:43])[C:38]([N+:44]([O-:46])=[O:45])=[CH:37][N:36]=1. (3) Given the product [CH:1]1([N:7]2[C:11]([CH2:12][C:13]3[CH:20]=[CH:19][C:16]([C:17]([OH:33])=[O:32])=[CH:15][CH:14]=3)=[CH:10][C:9]([C:21]3[CH:26]=[CH:25][C:24]([O:27][C:28]([F:29])([F:30])[F:31])=[CH:23][CH:22]=3)=[N:8]2)[CH2:2][CH2:3][CH2:4][CH2:5][CH2:6]1, predict the reactants needed to synthesize it. The reactants are: [CH:1]1([N:7]2[C:11]([CH2:12][C:13]3[CH:20]=[CH:19][C:16]([C:17]#N)=[CH:15][CH:14]=3)=[CH:10][C:9]([C:21]3[CH:26]=[CH:25][C:24]([O:27][C:28]([F:31])([F:30])[F:29])=[CH:23][CH:22]=3)=[N:8]2)[CH2:6][CH2:5][CH2:4][CH2:3][CH2:2]1.[OH2:32].[OH-:33].[K+]. (4) The reactants are: [F:1][C:2]1[C:8]([F:9])=[CH:7][C:5]([NH2:6])=[C:4]([N+:10]([O-])=O)[CH:3]=1.[O-]S(S([O-])=O)=O.[Na+].[Na+].C([O-])(O)=O.[Na+].CO. Given the product [F:1][C:2]1[CH:3]=[C:4]([NH2:10])[C:5]([NH2:6])=[CH:7][C:8]=1[F:9], predict the reactants needed to synthesize it.